This data is from Reaction yield outcomes from USPTO patents with 853,638 reactions. The task is: Predict the reaction yield, written as a fraction of the theoretical maximum amount of product (1.0 means a 100% yield; for example, 0.34 means a 34% yield). (1) The reactants are N1(O)[CH2:6][CH2:5][NH:4][CH2:3][CH2:2]1.Cl[C:9]1[N:14]=[C:13]([C:15]2[N:16]([CH3:24])[C:17]3[C:22]([CH:23]=2)=[CH:21][CH:20]=[CH:19][CH:18]=3)[N:12]=[C:11]([NH:25][C:26]2[CH:30]=[C:29]([CH3:31])[NH:28][N:27]=2)[CH:10]=1.C(Cl)(Cl)Cl.[CH3:36][OH:37]. No catalyst specified. The product is [CH3:31][C:29]1[NH:28][N:27]=[C:26]([NH:25][C:11]2[N:12]=[C:13]([C:15]3[N:16]([CH3:24])[C:17]4[C:22]([CH:23]=3)=[CH:21][CH:20]=[CH:19][CH:18]=4)[N:14]=[C:9]([N:4]3[CH2:5][CH2:6][CH:36]([OH:37])[CH2:2][CH2:3]3)[CH:10]=2)[CH:30]=1. The yield is 0.701. (2) The reactants are C[Si](C)(C)[C:3]1[NH:7][N:6]=[N:5][C:4]=1[C:8]1[CH:13]=[CH:12][N:11]=[C:10]([C:14]2[N:15]=[CH:16][N:17]([CH3:19])[CH:18]=2)[CH:9]=1.[OH-].[Na+].O. The catalyst is CO. The product is [CH3:19][N:17]1[CH:18]=[C:14]([C:10]2[CH:9]=[C:8]([C:4]3[N:5]=[N:6][NH:7][CH:3]=3)[CH:13]=[CH:12][N:11]=2)[N:15]=[CH:16]1. The yield is 0.180.